This data is from Forward reaction prediction with 1.9M reactions from USPTO patents (1976-2016). The task is: Predict the product of the given reaction. (1) Given the reactants [Cl-].[Cl-].[Cl-].[Al+3].[F:5][C:6]1[C:7](C)=[C:8]([CH:27]=[CH:28][C:29]=1[F:30])[CH2:9][N:10](S(C1C=CC(C)=CC=1)(=O)=O)[CH2:11][CH:12](OC)OC.Cl[CH2:33]Cl, predict the reaction product. The product is: [F:30][C:29]1[C:28]([CH3:33])=[C:27]2[C:8](=[CH:7][C:6]=1[F:5])[CH:9]=[N:10][CH:11]=[CH:12]2. (2) Given the reactants [CH3:1][O:2][C:3]1[CH:28]=[CH:27][C:6]([CH2:7][N:8]2[C:12]3=[N:13][CH:14]=[CH:15][C:16]([O:17][C:18]4[CH:23]=[CH:22][C:21]([NH2:24])=[CH:20][C:19]=4[F:25])=[C:11]3[C:10](I)=[N:9]2)=[CH:5][CH:4]=1.[F:29][CH2:30][CH2:31][N:32]1[CH2:37][CH2:36][CH:35]([NH2:38])[CH2:34][CH2:33]1, predict the reaction product. The product is: [CH3:1][O:2][C:3]1[CH:28]=[CH:27][C:6]([CH2:7][N:8]2[C:12]3=[N:13][CH:14]=[CH:15][C:16]([O:17][C:18]4[CH:23]=[CH:22][C:21]([NH2:24])=[CH:20][C:19]=4[F:25])=[C:11]3[C:10]([NH:38][CH:35]3[CH2:36][CH2:37][N:32]([CH2:31][CH2:30][F:29])[CH2:33][CH2:34]3)=[N:9]2)=[CH:5][CH:4]=1. (3) Given the reactants [C:1]1([C:7]2[CH:15]=[C:14]3[C:10]([CH2:11][C:12](=[O:16])[NH:13]3)=[CH:9][CH:8]=2)[CH:6]=[CH:5][CH:4]=[CH:3][CH:2]=1.[CH2:17]([N:19]([CH2:33][CH3:34])[CH2:20][CH2:21][N:22]([CH3:32])[C:23]([C:25]1[NH:26][C:27]([CH:30]=O)=[CH:28][CH:29]=1)=[O:24])[CH3:18], predict the reaction product. The product is: [CH2:33]([N:19]([CH2:17][CH3:18])[CH2:20][CH2:21][N:22]([CH3:32])[C:23]([C:25]1[NH:26][C:27]([CH:30]=[C:11]2[C:10]3[C:14](=[CH:15][C:7]([C:1]4[CH:2]=[CH:3][CH:4]=[CH:5][CH:6]=4)=[CH:8][CH:9]=3)[NH:13][C:12]2=[O:16])=[CH:28][CH:29]=1)=[O:24])[CH3:34]. (4) Given the reactants [Cl:1][C:2]1[CH:3]=[CH:4][C:5]([C:8](=O)[CH2:9][C:10]([O:12]CC)=O)=[N:6][CH:7]=1.[NH2:16][C:17]1[NH:21][N:20]=[CH:19][C:18]=1[C:22]#[N:23], predict the reaction product. The product is: [Cl:1][C:2]1[CH:3]=[CH:4][C:5]([C:8]2[NH:16][C:17]3[N:21]([N:20]=[CH:19][C:18]=3[C:22]#[N:23])[C:10](=[O:12])[CH:9]=2)=[N:6][CH:7]=1. (5) Given the reactants [CH:1]1([CH:6]([N:10]2[CH:14]=[C:13]([C:15]3[C:16]4[C:25](I)=[CH:24][NH:23][C:17]=4[N:18]=[C:19]([O:21][CH3:22])[N:20]=3)[CH:12]=[N:11]2)[CH2:7][C:8]#[N:9])[CH2:5][CH2:4][CH2:3][CH2:2]1.[C:27]([OH:30])(=[O:29])[CH3:28], predict the reaction product. The product is: [C:27]([O:30][C:25]1[C:16]2[C:15]([C:13]3[CH:12]=[N:11][N:10]([C@@H:6]([CH:1]4[CH2:5][CH2:4][CH2:3][CH2:2]4)[CH2:7][C:8]#[N:9])[CH:14]=3)=[N:20][C:19]([O:21][CH3:22])=[N:18][C:17]=2[NH:23][CH:24]=1)(=[O:29])[CH3:28]. (6) Given the reactants Br[C:2]1[C:7]([O:8][CH3:9])=[CH:6][CH:5]=[CH:4][N:3]=1.[NH2:10][C:11]1[CH:12]=[C:13]([F:30])[C:14]([F:29])=[C:15]([C@:17]2([CH3:28])[CH2:22][C@@H:21]([C:23]([F:26])([F:25])[F:24])[O:20][C:19]([NH2:27])=[N:18]2)[CH:16]=1, predict the reaction product. The product is: [F:29][C:14]1[C:13]([F:30])=[CH:12][C:11]([NH:10][C:2]2[C:7]([O:8][CH3:9])=[CH:6][CH:5]=[CH:4][N:3]=2)=[CH:16][C:15]=1[C@:17]1([CH3:28])[CH2:22][C@@H:21]([C:23]([F:24])([F:25])[F:26])[O:20][C:19]([NH2:27])=[N:18]1.